This data is from Full USPTO retrosynthesis dataset with 1.9M reactions from patents (1976-2016). The task is: Predict the reactants needed to synthesize the given product. (1) Given the product [CH2:1]([O:3][P:4]([CH2:9][NH:10][C:11]1[CH:20]=[CH:19][C:18]2[C:13](=[C:14]([C:22]3[C:31]4[C:26](=[CH:27][CH:28]=[CH:29][CH:30]=4)[CH:25]=[CH:24][CH:23]=3)[CH:15]=[C:16]([C:34]3[CH:33]=[N:32][CH:37]=[CH:36][CH:35]=3)[CH:17]=2)[N:12]=1)(=[O:8])[O:5][CH2:6][CH3:7])[CH3:2], predict the reactants needed to synthesize it. The reactants are: [CH2:1]([O:3][P:4]([CH2:9][NH:10][C:11]1[CH:20]=[CH:19][C:18]2[C:13](=[C:14]([C:22]3[C:31]4[C:26](=[CH:27][CH:28]=[CH:29][CH:30]=4)[CH:25]=[CH:24][CH:23]=3)[CH:15]=[C:16](I)[CH:17]=2)[N:12]=1)(=[O:8])[O:5][CH2:6][CH3:7])[CH3:2].[N:32]1[CH:37]=[CH:36][CH:35]=[C:34](B(O)O)[CH:33]=1.C([O-])([O-])=O.[Na+].[Na+]. (2) Given the product [CH2:2]1[O:3][CH2:1]1.[CH2:4]([C:12]1([OH:21])[CH2:17][CH2:16][CH2:15][CH2:14][CH2:13]1)[CH2:5][CH2:6][CH2:7][CH2:8][CH2:9][CH2:10][CH3:11], predict the reactants needed to synthesize it. The reactants are: [CH2:1]1[O:3][CH2:2]1.[CH2:4]([C:12]1[CH:17]=[CH:16][CH:15]=[CH:14][C:13]=1O)[CH2:5][CH2:6][CH2:7][CH2:8][CH2:9][CH2:10][CH3:11].C1[O:21]C1.C1OC1.C(C1C=CC=CC=1O)CCCCCCCC.